This data is from Catalyst prediction with 721,799 reactions and 888 catalyst types from USPTO. The task is: Predict which catalyst facilitates the given reaction. (1) Reactant: [CH3:1][O:2][C:3]1[CH:25]=[CH:24][C:23]2[C:8]3[C:9]([N:17]4[CH2:22][CH2:21][NH:20][CH2:19][CH2:18]4)=[N:10][C:11]4[C:16]([C:7]=3[C:6](=[O:26])[C:5]=2[CH:4]=1)=[CH:15][CH:14]=[CH:13][CH:12]=4.[H-].[Na+].[CH2:29]([CH:31]1[O:33][CH2:32]1)Cl. Product: [CH3:1][O:2][C:3]1[CH:25]=[CH:24][C:23]2[C:8]3[C:9]([N:17]4[CH2:22][CH2:21][N:20]([CH2:29][CH:31]5[CH2:32][O:33]5)[CH2:19][CH2:18]4)=[N:10][C:11]4[C:16]([C:7]=3[C:6](=[O:26])[C:5]=2[CH:4]=1)=[CH:15][CH:14]=[CH:13][CH:12]=4. The catalyst class is: 3. (2) Reactant: [Cl:1][C:2]1[CH:7]=[CH:6][CH:5]=[CH:4][C:3]=1[C:8]1[C:12]([C:13]([OH:15])=O)=[C:11]([CH3:16])[O:10][N:9]=1.Cl.C(N=C=NCCCN(C)C)C.[CH3:29][O:30][C:31]1[CH:32]=[C:33]([N:37]2[CH2:42][CH2:41][NH:40][CH2:39][CH2:38]2)[CH:34]=[CH:35][CH:36]=1. Product: [Cl:1][C:2]1[CH:7]=[CH:6][CH:5]=[CH:4][C:3]=1[C:8]1[C:12]([C:13]([N:40]2[CH2:39][CH2:38][N:37]([C:33]3[CH:34]=[CH:35][CH:36]=[C:31]([O:30][CH3:29])[CH:32]=3)[CH2:42][CH2:41]2)=[O:15])=[C:11]([CH3:16])[O:10][N:9]=1. The catalyst class is: 4. (3) Reactant: [CH3:1][NH2:2].[CH3:3][S:4][C:5]1[C:6]2[S:13][C:12]([CH:14]=O)=[CH:11][C:7]=2[N:8]=[CH:9][N:10]=1.N1[CH2:21][CH2:20][NH:19][CH2:18]C1.O. Product: [CH3:1][N:2]1[C:14]([C:12]2[S:13][C:6]3[C:5]([S:4][CH3:3])=[N:10][CH:9]=[N:8][C:7]=3[CH:11]=2)=[C:20]([C:21]2[CH:12]=[CH:11][CH:7]=[CH:6][CH:5]=2)[N:19]=[CH:18]1. The catalyst class is: 2. (4) Reactant: [O-2:1].[Ti+4:2].[O-2].[O-2].[Zr+4:5].[O-2].[Sn:7]=O.[O:9]=[Sb:10]([O:12][Sb:13](=[O:15])=[O:14])=[O:11]. Product: [O-2:9].[Ti+4:2].[O-2:1].[O-2:9].[Zr+4:5].[O-2:9].[Sn:7]=[O:1].[O:9]=[Sb:10]([O:12][Sb:13](=[O:15])=[O:14])=[O:11]. The catalyst class is: 6.